Dataset: TCR-epitope binding with 47,182 pairs between 192 epitopes and 23,139 TCRs. Task: Binary Classification. Given a T-cell receptor sequence (or CDR3 region) and an epitope sequence, predict whether binding occurs between them. (1) The epitope is GTITSGWTF. The TCR CDR3 sequence is CASSHSGDTGTQYF. Result: 0 (the TCR does not bind to the epitope). (2) The epitope is YFPLQSYGF. The TCR CDR3 sequence is CSAWTGGDFYEQYF. Result: 1 (the TCR binds to the epitope).